Task: Predict the reaction yield, written as a fraction of the theoretical maximum amount of product (1.0 means a 100% yield; for example, 0.34 means a 34% yield).. Dataset: Reaction yield outcomes from USPTO patents with 853,638 reactions (1) The reactants are [CH3:1][CH:2]1[CH2:6][CH2:5][CH2:4][N:3]1[CH2:7][CH2:8][CH2:9][O:10][C:11]1[CH:16]=[CH:15][C:14]([C:17]2[O:21][CH2:20][C:19]3([CH2:26][CH2:25][NH:24][CH2:23][CH2:22]3)[N:18]=2)=[CH:13][CH:12]=1.Br[CH:28]1[CH2:32][CH2:31][CH2:30][CH2:29]1.C(=O)([O-])[O-].[K+].[K+].[I-].[K+]. The catalyst is C(#N)C. The product is [CH:28]1([N:24]2[CH2:23][CH2:22][C:19]3([N:18]=[C:17]([C:14]4[CH:13]=[CH:12][C:11]([O:10][CH2:9][CH2:8][CH2:7][N:3]5[CH2:4][CH2:5][CH2:6][CH:2]5[CH3:1])=[CH:16][CH:15]=4)[O:21][CH2:20]3)[CH2:26][CH2:25]2)[CH2:32][CH2:31][CH2:30][CH2:29]1. The yield is 0.330. (2) The yield is 1.00. The product is [CH3:1][C:2]1[CH:3]=[CH:4][C:5]([CH2:9][CH2:10][CH3:11])=[C:6]([NH:7][C:21]([NH:20][C:12](=[O:19])[C:13]2[CH:14]=[CH:15][CH:16]=[CH:17][CH:18]=2)=[S:22])[CH:8]=1. The catalyst is CC(C)=O. The reactants are [CH3:1][C:2]1[CH:3]=[CH:4][C:5]([CH2:9][CH2:10][CH3:11])=[C:6]([CH:8]=1)[NH2:7].[C:12]([N:20]=[C:21]=[S:22])(=[O:19])[C:13]1[CH:18]=[CH:17][CH:16]=[CH:15][CH:14]=1. (3) The reactants are [CH3:1][C:2]1[CH:3]=[C:4]2[C:8](=[CH:9][CH:10]=1)[NH:7][C:6](=[O:11])[C:5]2=O.[NH2:13][C:14]1[CH:22]=[C:21]2[C:17]([CH:18]=[N:19][NH:20]2)=[CH:16][CH:15]=1. The catalyst is CCO.C(O)(=O)C. The product is [NH:20]1[C:21]2[C:17](=[CH:16][CH:15]=[C:14]([N:13]=[C:5]3[C:4]4[C:8](=[CH:9][CH:10]=[C:2]([CH3:1])[CH:3]=4)[NH:7][C:6]3=[O:11])[CH:22]=2)[CH:18]=[N:19]1. The yield is 0.280. (4) The reactants are [H-].[Na+].C(OP([CH2:11][C:12]([O:14][C:15]([CH3:18])([CH3:17])[CH3:16])=[O:13])(OCC)=O)C.[C:19]([C:21]1[CH:28]=[CH:27][C:24]([CH:25]=O)=[CH:23][CH:22]=1)#[N:20]. The catalyst is C1COCC1.CC(OC)(C)C.[NH4+].[Cl-]. The product is [C:19]([C:21]1[CH:28]=[CH:27][C:24](/[CH:25]=[CH:11]/[C:12]([O:14][C:15]([CH3:16])([CH3:17])[CH3:18])=[O:13])=[CH:23][CH:22]=1)#[N:20]. The yield is 1.00.